Dataset: Reaction yield outcomes from USPTO patents with 853,638 reactions. Task: Predict the reaction yield, written as a fraction of the theoretical maximum amount of product (1.0 means a 100% yield; for example, 0.34 means a 34% yield). The reactants are Br[C:2]1[CH:3]=[CH:4][C:5]2[O:14][CH2:13][CH2:12][C:11]3[S:10][C:9]([C:15]4[N:16]([CH:20]([CH3:22])[CH3:21])[N:17]=[CH:18][N:19]=4)=[N:8][C:7]=3[C:6]=2[CH:23]=1.[CH3:24][O:25][C:26]1[C:31](B(O)O)=[CH:30][CH:29]=[CH:28][N:27]=1. The catalyst is CN(C=O)C. The product is [CH:20]([N:16]1[C:15]([C:9]2[S:10][C:11]3[CH2:12][CH2:13][O:14][C:5]4[CH:4]=[CH:3][C:2]([C:31]5[C:26]([O:25][CH3:24])=[N:27][CH:28]=[CH:29][CH:30]=5)=[CH:23][C:6]=4[C:7]=3[N:8]=2)=[N:19][CH:18]=[N:17]1)([CH3:22])[CH3:21]. The yield is 0.600.